This data is from Reaction yield outcomes from USPTO patents with 853,638 reactions. The task is: Predict the reaction yield, written as a fraction of the theoretical maximum amount of product (1.0 means a 100% yield; for example, 0.34 means a 34% yield). The reactants are [Cl:1][C:2]1[CH:3]=[C:4]([CH:8]=[C:9]([Cl:28])[C:10]=1[C:11]([N:13]1[C:21]2[CH:20]=[CH:19][N:18]=[C:17]([NH:22][C:23]([CH:25]3[CH2:27][CH2:26]3)=[O:24])[C:16]=2[CH:15]=[CH:14]1)=[O:12])[C:5]([OH:7])=O.C(N=C=NCCCN(C)C)C.ON1C2N=CC=CC=2N=N1.C(N(CC)C(C)C)(C)C.[NH2:59][C@H:60]([C:62]([O:64][CH2:65][CH3:66])=[O:63])[CH3:61]. The catalyst is CN(C)C=O.O. The product is [Cl:28][C:9]1[CH:8]=[C:4]([CH:3]=[C:2]([Cl:1])[C:10]=1[C:11]([N:13]1[C:21]2[CH:20]=[CH:19][N:18]=[C:17]([NH:22][C:23]([CH:25]3[CH2:26][CH2:27]3)=[O:24])[C:16]=2[CH:15]=[CH:14]1)=[O:12])[C:5]([NH:59][C@H:60]([C:62]([O:64][CH2:65][CH3:66])=[O:63])[CH3:61])=[O:7]. The yield is 0.340.